Dataset: Experimental lipophilicity measurements (octanol/water distribution) for 4,200 compounds from AstraZeneca. Task: Regression/Classification. Given a drug SMILES string, predict its absorption, distribution, metabolism, or excretion properties. Task type varies by dataset: regression for continuous measurements (e.g., permeability, clearance, half-life) or binary classification for categorical outcomes (e.g., BBB penetration, CYP inhibition). For this dataset (lipophilicity_astrazeneca), we predict Y. (1) The drug is CNC(=O)c1cc(-c2ccccc2)sc1NC(N)=O. The Y is 3.19 logD. (2) The drug is COc1ccnc(CCc2nc3c(C)ccnc3[nH]2)c1. The Y is 2.10 logD. (3) The molecule is COc1ccc(/C=C2/CCc3ccccc3C2=O)cc1CN1CCOCC1. The Y is 3.80 logD. (4) The molecule is O=C(O)COc1ccc(Cl)cc1C1CCCCC1. The Y is 0.930 logD. (5) The molecule is CC(=O)N1CCN(CCOc2ccc(C3CCN(c4ccc5nnc(C(F)(F)F)n5n4)CC3)cc2)CC1. The Y is 3.20 logD. (6) The Y is 3.61 logD. The drug is CC#CCn1c(=O)c2c(-c3cncn3C)n(Cc3ccnc4ccc(Cl)cc34)nc2n(CC2CC2)c1=O.